Dataset: Forward reaction prediction with 1.9M reactions from USPTO patents (1976-2016). Task: Predict the product of the given reaction. (1) Given the reactants [NH2:1][C:2]1[CH:11]=[C:10]([C:12]([O:14][CH3:15])=[O:13])[CH:9]=[CH:8][C:3]=1[C:4]([O:6]C)=O.[C:16]([C:18]([O:20][CH2:21][C:22]1[CH:27]=[CH:26][CH:25]=[CH:24][CH:23]=1)=[O:19])#[N:17], predict the reaction product. The product is: [O:6]=[C:4]1[C:3]2[C:2](=[CH:11][C:10]([C:12]([O:14][CH3:15])=[O:13])=[CH:9][CH:8]=2)[N:1]=[C:16]([C:18]([O:20][CH2:21][C:22]2[CH:27]=[CH:26][CH:25]=[CH:24][CH:23]=2)=[O:19])[NH:17]1. (2) Given the reactants Cl[C:2]1[N:7]=[C:6](Cl)[CH:5]=[CH:4][N:3]=1.[Cl:9][C:10]1[CH:16]=[CH:15][C:13]([NH2:14])=[CH:12][CH:11]=1.[N+:17]([C:20]1[CH:28]=[C:27]2[C:23]([CH:24]=[N:25][NH:26]2)=[CH:22][CH:21]=1)([O-:19])=[O:18], predict the reaction product. The product is: [Cl:9][C:10]1[CH:16]=[CH:15][C:13]([NH:14][C:6]2[CH:5]=[CH:4][N:3]=[C:2]([N:25]3[CH:24]=[C:23]4[C:27]([CH:28]=[C:20]([N+:17]([O-:19])=[O:18])[CH:21]=[CH:22]4)=[N:26]3)[N:7]=2)=[CH:12][CH:11]=1. (3) Given the reactants [F:1][C:2]([F:11])([F:10])[C:3]1[CH:4]=[C:5]([CH:7]=[CH:8][CH:9]=1)[NH2:6].C(N([CH2:17][CH3:18])CC)C.C([CH:21]([C:25](Cl)=[O:26])[C:22](Cl)=[O:23])C.[OH2:28], predict the reaction product. The product is: [O:26]=[C:25]([NH:6][C:5]1[CH:7]=[CH:8][CH:9]=[C:3]([C:2]([F:10])([F:11])[F:1])[CH:4]=1)[CH2:21][C:22]([O:23][CH2:17][CH3:18])=[O:28]. (4) Given the reactants [Cl:1][C:2]1[CH:26]=[CH:25][C:24](I)=[CH:23][C:3]=1[N:4]([CH2:14][C:15]1[CH:20]=[CH:19][C:18]([O:21][CH3:22])=[CH:17][CH:16]=1)[CH2:5][C:6]1[CH:11]=[CH:10][C:9]([O:12][CH3:13])=[CH:8][CH:7]=1.C([Mg]Cl)(C)C.CON(C)[C:36]([C:38]1([CH3:41])[CH2:40][CH2:39]1)=[O:37], predict the reaction product. The product is: [CH3:13][O:12][C:9]1[CH:10]=[CH:11][C:6]([CH2:5][N:4]([CH2:14][C:15]2[CH:20]=[CH:19][C:18]([O:21][CH3:22])=[CH:17][CH:16]=2)[C:3]2[CH:23]=[C:24]([C:36]([C:38]3([CH3:41])[CH2:40][CH2:39]3)=[O:37])[CH:25]=[CH:26][C:2]=2[Cl:1])=[CH:7][CH:8]=1. (5) Given the reactants [CH3:1][Si:2]([C:5]#[C:6][C:7]1[CH:14]=[CH:13][C:10]([CH:11]=O)=[CH:9][CH:8]=1)([CH3:4])[CH3:3].[C:15]1([C@H:25]([NH2:27])[CH3:26])[C:24]2[C:19](=[CH:20][CH:21]=[CH:22][CH:23]=2)[CH:18]=[CH:17][CH:16]=1, predict the reaction product. The product is: [C:15]1([C@H:25]([NH:27][CH2:11][C:10]2[CH:13]=[CH:14][C:7]([C:6]#[C:5][Si:2]([CH3:4])([CH3:3])[CH3:1])=[CH:8][CH:9]=2)[CH3:26])[C:24]2[C:19](=[CH:20][CH:21]=[CH:22][CH:23]=2)[CH:18]=[CH:17][CH:16]=1.